This data is from Full USPTO retrosynthesis dataset with 1.9M reactions from patents (1976-2016). The task is: Predict the reactants needed to synthesize the given product. (1) Given the product [Cl:8][C:6]1[CH:7]=[C:2]([C:16]2[CH:15]=[CH:14][CH:13]=[C:12]([N+:9]([O-:11])=[O:10])[CH:17]=2)[N:3]=[CH:4][N:5]=1, predict the reactants needed to synthesize it. The reactants are: Cl[C:2]1[CH:7]=[C:6]([Cl:8])[N:5]=[CH:4][N:3]=1.[N+:9]([C:12]1[CH:13]=[C:14](B(O)O)[CH:15]=[CH:16][CH:17]=1)([O-:11])=[O:10].C(COC)OC.C([O-])(O)=O.[Na+]. (2) The reactants are: [OH:1][CH2:2][C@H:3]1[NH:7][C:6](=[O:8])[CH2:5][CH2:4]1.[CH3:9][C:10]1[C:11]([N:17]2[CH2:22][CH2:21][N:20]([C:23]([C:25]3[CH:30]=[CH:29][C:28](I)=[CH:27][CH:26]=3)=[O:24])[CH2:19][CH2:18]2)=[N:12][CH:13]=[C:14]([CH3:16])[CH:15]=1. Given the product [CH3:9][C:10]1[C:11]([N:17]2[CH2:18][CH2:19][N:20]([C:23]([C:25]3[CH:30]=[CH:29][C:28]([N:7]4[C@H:3]([CH2:2][OH:1])[CH2:4][CH2:5][C:6]4=[O:8])=[CH:27][CH:26]=3)=[O:24])[CH2:21][CH2:22]2)=[N:12][CH:13]=[C:14]([CH3:16])[CH:15]=1, predict the reactants needed to synthesize it.